From a dataset of Forward reaction prediction with 1.9M reactions from USPTO patents (1976-2016). Predict the product of the given reaction. Given the reactants [Cl:1][C:2]1[C:11]2[C:6](=[CH:7][CH:8]=[C:9]([O:12][CH:13]([CH3:15])[CH3:14])[CH:10]=2)[C:5]([OH:16])=[C:4]([C:17]([OH:19])=O)[N:3]=1.Cl.C([O:25][C:26](=[O:35])[C@H:27]([NH2:34])[CH2:28][O:29]C(C)(C)C)(C)(C)C, predict the reaction product. The product is: [Cl:1][C:2]1[C:11]2[C:6](=[CH:7][CH:8]=[C:9]([O:12][CH:13]([CH3:14])[CH3:15])[CH:10]=2)[C:5]([OH:16])=[C:4]([C:17]([NH:34][C@H:27]([CH2:28][OH:29])[C:26]([OH:35])=[O:25])=[O:19])[N:3]=1.